Task: Predict the product of the given reaction.. Dataset: Forward reaction prediction with 1.9M reactions from USPTO patents (1976-2016) (1) Given the reactants [C:1](Cl)(=[O:8])[C:2]1[CH:7]=[CH:6][CH:5]=[CH:4][CH:3]=1.Cl.[CH3:11][O:12][C:13](=[O:19])[C@@H:14]1[CH2:18][CH2:17][CH2:16][NH:15]1.CCN(CC)CC, predict the reaction product. The product is: [CH3:11][O:12][C:13]([CH:14]1[CH2:18][CH2:17][CH2:16][N:15]1[C:1](=[O:8])[C:2]1[CH:7]=[CH:6][CH:5]=[CH:4][CH:3]=1)=[O:19]. (2) Given the reactants [N:1]([C@@H:4]1[C:10](=[O:11])[NH:9][C:8]2[CH:12]=[CH:13][CH:14]=[CH:15][C:7]=2[O:6][C@@H:5]1[C:16]1[CH:21]=[CH:20][CH:19]=[CH:18][CH:17]=1)=[N+]=[N-].Cl, predict the reaction product. The product is: [NH2:1][C@@H:4]1[C:10](=[O:11])[NH:9][C:8]2[CH:12]=[CH:13][CH:14]=[CH:15][C:7]=2[O:6][C@@H:5]1[C:16]1[CH:17]=[CH:18][CH:19]=[CH:20][CH:21]=1. (3) Given the reactants [CH3:1][O:2][C:3]1[CH:8]=[CH:7][C:6]([CH2:9][CH2:10][NH2:11])=[CH:5][CH:4]=1.[C:12](OC(=O)C)(=[O:14])[CH3:13], predict the reaction product. The product is: [CH3:1][O:2][C:3]1[CH:8]=[CH:7][C:6]([CH2:9][CH2:10][NH:11][C:12](=[O:14])[CH3:13])=[CH:5][CH:4]=1. (4) The product is: [C:1]([S@@:5]([NH:7][C@H:8]([C:13]1([C:18]([NH:24][CH3:23])=[O:20])[S:17][CH2:16][CH2:15][S:14]1)[CH2:9][CH:10]1[CH2:12][CH2:11]1)=[O:6])([CH3:4])([CH3:3])[CH3:2]. Given the reactants [C:1]([S@@:5]([NH:7][C@H:8]([C:13]1([C:18]([O:20]CC)=O)[S:17][CH2:16][CH2:15][S:14]1)[CH2:9][CH:10]1[CH2:12][CH2:11]1)=[O:6])([CH3:4])([CH3:3])[CH3:2].[CH3:23][NH2:24].C(O)C, predict the reaction product. (5) Given the reactants C1(C2C=CC(B3OC(C)(C)C(C)(C)O3)=CN=2)C=CC=CC=1.[O-]P([O-])([O-])=O.[K+].[K+].[K+].C(Cl)Cl.Cl[C:34]1[CH:39]=[C:38]([N:40](COCC[Si](C)(C)C)COCC[Si](C)(C)C)[N:37]2[N:57]=[CH:58][C:59](I)=[C:36]2[N:35]=1, predict the reaction product. The product is: [N:57]1[N:37]2[C:38]([NH2:40])=[CH:39][CH:34]=[N:35][C:36]2=[CH:59][CH:58]=1. (6) Given the reactants [Cl-].[Al+3].[Cl-].[Cl-].[CH:5]1([C:11]2[CH:16]=[CH:15][CH:14]=[CH:13][CH:12]=2)[CH2:10][CH2:9][CH2:8][CH2:7][CH2:6]1.[C:17](Cl)(=[O:19])[CH3:18].Cl, predict the reaction product. The product is: [CH:11]1([C:5]2[CH:6]=[CH:7][C:8]([C:17](=[O:19])[CH3:18])=[CH:9][CH:10]=2)[CH2:12][CH2:13][CH2:14][CH2:15][CH2:16]1.